From a dataset of Forward reaction prediction with 1.9M reactions from USPTO patents (1976-2016). Predict the product of the given reaction. (1) Given the reactants [N:1]1[C:10]2[C:5](=[CH:6][CH:7]=[C:8]([OH:11])[CH:9]=2)[CH:4]=[CH:3][CH:2]=1.[C:12]([O-])([O-])=O.[Cs+].[Cs+].IC.O, predict the reaction product. The product is: [CH3:12][O:11][C:8]1[CH:9]=[C:10]2[C:5]([CH:4]=[CH:3][CH:2]=[N:1]2)=[CH:6][CH:7]=1. (2) The product is: [F:22][C:19]1[CH:18]=[CH:17][C:16]([C:15]#[C:14][C:11]2[CH:12]=[CH:13][C:8]3[N:7]=[C:26]([C:27]4[CH:32]=[CH:31][CH:30]=[C:29]([N:33]5[CH:37]=[CH:36][N:35]=[N:34]5)[CH:28]=4)[CH2:25][C:24](=[O:39])[NH:23][C:9]=3[CH:10]=2)=[CH:21][CH:20]=1. Given the reactants C(OC(=O)[NH:7][C:8]1[CH:13]=[CH:12][C:11]([C:14]#[C:15][C:16]2[CH:21]=[CH:20][C:19]([F:22])=[CH:18][CH:17]=2)=[CH:10][C:9]=1[NH:23][C:24](=[O:39])[CH2:25][C:26](=O)[C:27]1[CH:32]=[CH:31][CH:30]=[C:29]([N:33]2[CH:37]=[CH:36][N:35]=[N:34]2)[CH:28]=1)(C)(C)C.C(O)(C(F)(F)F)=O, predict the reaction product. (3) Given the reactants [CH3:1][C:2]([O:5][C:6]([CH2:8][N:9]=C(C1C=CC=CC=1)C1C=CC=CC=1)=[O:7])([CH3:4])[CH3:3].[CH:23]1(Br)[CH2:29][CH2:28][CH2:27][CH2:26][CH2:25][CH2:24]1, predict the reaction product. The product is: [C:2]([O:5][C:6](=[O:7])[CH:8]([NH2:9])[CH:23]1[CH2:29][CH2:28][CH2:27][CH2:26][CH2:25][CH2:24]1)([CH3:4])([CH3:3])[CH3:1]. (4) Given the reactants [Si:1]([O:8][CH2:9][C@H:10]1[O:14][C:13]([CH3:16])([CH3:15])[N:12]([C:17]([O:19][C:20]([CH3:23])([CH3:22])[CH3:21])=[O:18])[C@H:11]1[CH2:24][C:25]1[N:26]=[CH:27][S:28][CH:29]=1)([C:4]([CH3:7])([CH3:6])[CH3:5])([CH3:3])[CH3:2].[CH2:30]([Li])CCC.IC, predict the reaction product. The product is: [Si:1]([O:8][CH2:9][C@H:10]1[O:14][C:13]([CH3:15])([CH3:16])[N:12]([C:17]([O:19][C:20]([CH3:21])([CH3:23])[CH3:22])=[O:18])[C@H:11]1[CH2:24][C:25]1[N:26]=[C:27]([CH3:30])[S:28][CH:29]=1)([C:4]([CH3:5])([CH3:6])[CH3:7])([CH3:2])[CH3:3]. (5) Given the reactants C(C1N=C(N2CCC(F)(F)C2)C2N=NN(CC)C=2N=1)(C)(C)C.[C:23]([C:27]1[N:28]=[C:29]([N:36]2[CH2:40][CH2:39][C:38]([F:42])([F:41])[CH2:37]2)[C:30]2[N:35]=[N:34][NH:33][C:31]=2[N:32]=1)([CH3:26])([CH3:25])[CH3:24].Br[CH2:44][C:45]([C:47]1[CH:52]=[CH:51][CH:50]=[C:49]([Cl:53])[CH:48]=1)=[O:46], predict the reaction product. The product is: [C:23]([C:27]1[N:28]=[C:29]([N:36]2[CH2:40][CH2:39][C:38]([F:41])([F:42])[CH2:37]2)[C:30]2[N:35]=[N:34][N:33]([CH2:44][C:45]([C:47]3[CH:52]=[CH:51][CH:50]=[C:49]([Cl:53])[CH:48]=3)=[O:46])[C:31]=2[N:32]=1)([CH3:26])([CH3:24])[CH3:25].